From a dataset of Reaction yield outcomes from USPTO patents with 853,638 reactions. Predict the reaction yield, written as a fraction of the theoretical maximum amount of product (1.0 means a 100% yield; for example, 0.34 means a 34% yield). The yield is 0.0600. The reactants are [CH:1]1([CH2:7][NH:8][CH2:9][C:10]2[S:14][C:13](B(O)O)=[CH:12][CH:11]=2)[CH2:6][CH2:5][CH2:4][CH2:3][CH2:2]1.Br[C:19]1[CH:20]=[C:21]2[C:25](=[C:26]([C:28]([NH2:30])=[O:29])[CH:27]=1)[NH:24][CH:23]=[C:22]2[CH:31]1[CH2:36][CH2:35][N:34]([S:37]([CH2:40][CH3:41])(=[O:39])=[O:38])[CH2:33][CH2:32]1.C([O-])([O-])=O.[K+].[K+]. The catalyst is C1C=CC([P]([Pd]([P](C2C=CC=CC=2)(C2C=CC=CC=2)C2C=CC=CC=2)([P](C2C=CC=CC=2)(C2C=CC=CC=2)C2C=CC=CC=2)[P](C2C=CC=CC=2)(C2C=CC=CC=2)C2C=CC=CC=2)(C2C=CC=CC=2)C2C=CC=CC=2)=CC=1. The product is [CH:1]1([CH2:7][NH:8][CH2:9][C:10]2[S:14][C:13]([C:19]3[CH:20]=[C:21]4[C:25](=[C:26]([C:28]([NH2:30])=[O:29])[CH:27]=3)[NH:24][CH:23]=[C:22]4[CH:31]3[CH2:32][CH2:33][N:34]([S:37]([CH2:40][CH3:41])(=[O:38])=[O:39])[CH2:35][CH2:36]3)=[CH:12][CH:11]=2)[CH2:6][CH2:5][CH2:4][CH2:3][CH2:2]1.